This data is from Full USPTO retrosynthesis dataset with 1.9M reactions from patents (1976-2016). The task is: Predict the reactants needed to synthesize the given product. Given the product [CH3:1][O:2][C:3]1[CH:4]=[C:5]2[C:9](=[CH:10][CH:11]=1)[NH:8][C:7](=[O:12])[CH2:6]2, predict the reactants needed to synthesize it. The reactants are: [CH3:1][O:2][C:3]1[CH:4]=[C:5]2[C:9](=[CH:10][CH:11]=1)[NH:8][C:7](=[O:12])[C:6]2=O.O.NN.O.